Dataset: Full USPTO retrosynthesis dataset with 1.9M reactions from patents (1976-2016). Task: Predict the reactants needed to synthesize the given product. (1) Given the product [Br:6][C:7]1[CH:12]=[CH:11][CH:10]=[CH:9][C:8]=1[O:13][CH2:4][CH:1]1[CH2:2][CH2:3]1, predict the reactants needed to synthesize it. The reactants are: [CH:1]1([CH2:4]Br)[CH2:3][CH2:2]1.[Br:6][C:7]1[CH:12]=[CH:11][CH:10]=[CH:9][C:8]=1[OH:13].NC(NC1SC(C2C=CC=CC=2C=O)=CC=1C(N)=O)=O. (2) Given the product [CH3:23][O:22][CH2:21][C:8]1([NH:7][C:1]2[CH:6]=[CH:5][CH:4]=[CH:3][CH:2]=2)[CH2:9][CH2:10][N:11]([CH2:14][CH2:15][C:16]2[S:17][CH:18]=[CH:19][CH:20]=2)[CH2:12][CH2:13]1, predict the reactants needed to synthesize it. The reactants are: [C:1]1([NH:7][C:8]2([CH2:21][OH:22])[CH2:13][CH2:12][N:11]([CH2:14][CH2:15][C:16]3[S:17][CH:18]=[CH:19][CH:20]=3)[CH2:10][CH2:9]2)[CH:6]=[CH:5][CH:4]=[CH:3][CH:2]=1.[CH3:23]OCCOCCOC. (3) The reactants are: Cl[C:2]1[C:11]2[C:6](=[CH:7][CH:8]=[CH:9][CH:10]=2)[NH:5]/[C:4](=[C:12]2/[C:13]([CH3:18])=[N:14][NH:15][C:16]/2=[O:17])/[CH:3]=1.[SH:19][C:20]1[CH:21]=[C:22]([CH:27]=[CH:28][CH:29]=1)[C:23]([O:25][CH3:26])=[O:24]. Given the product [CH3:18][C:13]1=[N:14][NH:15][C:16](=[O:17])/[C:12]/1=[C:4]1\[NH:5][C:6]2[C:11]([C:2]([S:19][C:20]3[CH:21]=[C:22]([CH:27]=[CH:28][CH:29]=3)[C:23]([O:25][CH3:26])=[O:24])=[CH:3]\1)=[CH:10][CH:9]=[CH:8][CH:7]=2, predict the reactants needed to synthesize it. (4) Given the product [Cl:9][C:7]1[CH:6]=[C:5]2[C:3](=[C:2]([Cl:1])[CH:8]=1)[NH:4][C:12]([CH3:13])=[CH:11]2, predict the reactants needed to synthesize it. The reactants are: [Cl:1][C:2]1[CH:8]=[C:7]([Cl:9])[CH:6]=[CH:5][C:3]=1[NH2:4].N1C2[C:13](=CC=CC=2)[CH:12]=[CH:11]1.